From a dataset of Reaction yield outcomes from USPTO patents with 853,638 reactions. Predict the reaction yield, written as a fraction of the theoretical maximum amount of product (1.0 means a 100% yield; for example, 0.34 means a 34% yield). (1) The reactants are [CH3:1][C:2]([CH3:6])([CH3:5])[CH2:3][OH:4].Cl[S:8]([N:11]=C=O)(=[O:10])=[O:9].C(O)=O.CCN(CC)CC. The catalyst is C(Cl)Cl. The product is [S:8](=[O:10])(=[O:9])([O:4][CH2:3][C:2]([CH3:6])([CH3:5])[CH3:1])[NH2:11]. The yield is 0.870. (2) The product is [F:1][C:2]1[C:30]([NH:31][S:32]([CH2:35][CH2:36][CH3:37])(=[O:33])=[O:34])=[CH:29][CH:28]=[C:27]([F:38])[C:3]=1[C:4]([NH:6][C:7]1[CH:8]=[C:9]2[C:15]([CH:16]=[CH2:17])=[CH:14][NH:13][C:10]2=[N:11][CH:12]=1)=[O:5]. The reactants are [F:1][C:2]1[C:30]([NH:31][S:32]([CH2:35][CH2:36][CH3:37])(=[O:34])=[O:33])=[CH:29][CH:28]=[C:27]([F:38])[C:3]=1[C:4]([NH:6][C:7]1[CH:8]=[C:9]2[C:15]([CH:16]=[CH2:17])=[CH:14][N:13](S(C3C=CC=CC=3)(=O)=O)[C:10]2=[N:11][CH:12]=1)=[O:5].C([O-])([O-])=O.[K+].[K+]. The catalyst is CO.O. The yield is 0.612. (3) The reactants are F[C:2](F)(F)[C:3](O)=[O:4].[CH2:8]1[CH:12]2[CH2:13][C:14](=[O:16])[CH2:15][CH:11]2[CH2:10][NH:9]1.C(N(CC)CC)C. The catalyst is C(#N)C. The product is [C:3]([N:9]1[CH2:10][CH:11]2[CH2:15][C:14](=[O:16])[CH2:13][CH:12]2[CH2:8]1)(=[O:4])[CH3:2]. The yield is 0.720. (4) The reactants are [CH2:1]([O:3][C:4](=[O:29])[CH2:5][CH2:6][CH2:7][CH2:8][CH2:9][O:10][CH2:11][CH2:12][O:13][CH2:14][CH2:15][O:16][CH2:17][CH2:18][O:19][CH2:20][CH2:21][O:22][CH2:23][CH2:24][O:25][CH2:26][CH2:27]O)[CH3:2].C(N(CC)CC)C.[CH3:37][S:38](Cl)(=[O:40])=[O:39]. The catalyst is ClCCl. The product is [CH2:1]([O:3][C:4](=[O:29])[CH2:5][CH2:6][CH2:7][CH2:8][CH2:9][O:10][CH2:11][CH2:12][O:13][CH2:14][CH2:15][O:16][CH2:17][CH2:18][O:19][CH2:20][CH2:21][O:22][CH2:23][CH2:24][O:25][CH2:26][CH2:27][S:38]([CH3:37])(=[O:40])=[O:39])[CH3:2]. The yield is 0.830. (5) The reactants are [N:1]12[CH2:8][CH2:7][C:4]([C:9]([C:18]3[CH:23]=[CH:22][CH:21]=[C:20]([F:24])[CH:19]=3)([C:11]3[CH:16]=[CH:15][CH:14]=[C:13]([F:17])[CH:12]=3)[OH:10])([CH2:5][CH2:6]1)[CH2:3][CH2:2]2.[C:25]1([CH2:31][O:32][CH2:33][CH2:34][Br:35])[CH:30]=[CH:29][CH:28]=[CH:27][CH:26]=1. The catalyst is CC#N. The product is [Br-:35].[F:17][C:13]1[CH:12]=[C:11]([C:9]([C:18]2[CH:23]=[CH:22][CH:21]=[C:20]([F:24])[CH:19]=2)([OH:10])[C:4]23[CH2:5][CH2:6][N+:1]([CH2:34][CH2:33][O:32][CH2:31][C:25]4[CH:30]=[CH:29][CH:28]=[CH:27][CH:26]=4)([CH2:2][CH2:3]2)[CH2:8][CH2:7]3)[CH:16]=[CH:15][CH:14]=1. The yield is 0.432.